Dataset: Forward reaction prediction with 1.9M reactions from USPTO patents (1976-2016). Task: Predict the product of the given reaction. (1) Given the reactants [Cl:1][C:2]1[C:3]([O:12][C:13]2[CH:18]=[C:17]([O:19][CH2:20][CH2:21][O:22][CH3:23])[CH:16]=[CH:15][C:14]=2[CH2:24][CH2:25][CH2:26][OH:27])=[N:4][CH:5]=[C:6]([C:8]([F:11])([F:10])[F:9])[CH:7]=1.Cl[S:29]([N:32]=[C:33]=[O:34])(=[O:31])=[O:30].[C:35]1([CH2:41][CH2:42][NH2:43])[CH:40]=[CH:39][CH:38]=[CH:37][CH:36]=1.Cl, predict the reaction product. The product is: [C:35]1([CH2:41][CH2:42][NH:43][S:29]([NH:32][C:33](=[O:34])[O:27][CH2:26][CH2:25][CH2:24][C:14]2[CH:15]=[CH:16][C:17]([O:19][CH2:20][CH2:21][O:22][CH3:23])=[CH:18][C:13]=2[O:12][C:3]2[C:2]([Cl:1])=[CH:7][C:6]([C:8]([F:9])([F:11])[F:10])=[CH:5][N:4]=2)(=[O:31])=[O:30])[CH:40]=[CH:39][CH:38]=[CH:37][CH:36]=1. (2) Given the reactants C(OC(C)(C)C)(=O)[NH:2][NH2:3].CN(C(ON1N=NC2C=CC=CC1=2)=[N+](C)C)C.F[P-](F)(F)(F)(F)F.C(N(CC)C(C)C)(C)C.[CH3:43][C:44]1[CH:45]=[C:46]([C:50]([OH:52])=O)[O:47][C:48]=1[CH3:49], predict the reaction product. The product is: [CH3:43][C:44]1[CH:45]=[C:46]([C:50]([NH:2][NH2:3])=[O:52])[O:47][C:48]=1[CH3:49]. (3) The product is: [Cl:1][C:2]1[CH:3]=[CH:4][C:5]([O:22][CH3:23])=[C:6]([CH:8]2[CH2:9][CH2:10][N:11]([C:14]([O:16][CH2:17][C:20]3[CH:38]=[CH:39][CH:34]=[CH:35][CH:36]=3)=[O:15])[CH2:12][CH2:13]2)[CH:7]=1. Given the reactants [Cl:1][C:2]1[CH:3]=[CH:4][C:5]([O:22][CH3:23])=[C:6]([C:8]2(O)[CH2:13][CH2:12][N:11]([C:14]([O:16][C:17]([CH3:20])(C)C)=[O:15])[CH2:10][CH2:9]2)[CH:7]=1.Cl.C(=O)([O-])[O-].[Na+].[Na+].C(Cl)(=O)OC[C:34]1[CH:39]=[CH:38]C=[CH:36][CH:35]=1.C([SiH](CC)CC)C.FC(F)(F)C(O)=O, predict the reaction product. (4) Given the reactants [F:1][C:2]1[C:30]([N:31]2[CH2:36][CH2:35][O:34][CH2:33][CH2:32]2)=[CH:29][C:5]2[NH:6][C:7]([C:9]3[C:13]([NH:14][C:15]([N:17]4[CH2:22][CH2:21][CH2:20][CH2:19][CH2:18]4)=[O:16])=[CH:12][N:11](C4CCCCO4)[N:10]=3)=[N:8][C:4]=2[CH:3]=1.Cl, predict the reaction product. The product is: [F:1][C:2]1[C:30]([N:31]2[CH2:36][CH2:35][O:34][CH2:33][CH2:32]2)=[CH:29][C:5]2[NH:6][C:7]([C:9]3[C:13]([NH:14][C:15]([N:17]4[CH2:22][CH2:21][CH2:20][CH2:19][CH2:18]4)=[O:16])=[CH:12][NH:11][N:10]=3)=[N:8][C:4]=2[CH:3]=1. (5) The product is: [Cl:10][C:6]1[CH:7]=[CH:8][CH:9]=[C:4]2[C:5]=1[NH:11][C:21](=[O:23])[N:51]([CH2:50][CH2:49][CH2:48][CH2:47][N:46]1[CH:44]3[CH2:43][CH2:42][CH:41]1[CH2:40][N:39]([C:36]1[CH:37]=[CH:38][C:33]([Cl:32])=[CH:34][CH:35]=1)[CH2:45]3)[C:3]2=[O:12]. Given the reactants CO[C:3](=[O:12])[C:4]1[CH:9]=[CH:8][CH:7]=[C:6]([Cl:10])[C:5]=1[NH2:11].C(N(CC)CC)C.Cl[C:21](Cl)([O:23]C(=O)OC(Cl)(Cl)Cl)Cl.[Cl:32][C:33]1[CH:38]=[CH:37][C:36]([N:39]2[CH2:45][CH:44]3[N:46]([CH2:47][CH2:48][CH2:49][CH2:50][NH2:51])[CH:41]([CH2:42][CH2:43]3)[CH2:40]2)=[CH:35][CH:34]=1, predict the reaction product. (6) Given the reactants [Cl:1][C:2]1[CH:7]=[CH:6][CH:5]=[CH:4][C:3]=1[SH:8].Br[CH2:10][CH2:11][CH2:12][CH2:13][CH2:14][CH2:15][CH2:16][C:17]([O:19]CC)=[O:18].C(O)C.[OH-].[K+], predict the reaction product. The product is: [Cl:1][C:2]1[CH:7]=[CH:6][CH:5]=[CH:4][C:3]=1[S:8][CH2:10][CH2:11][CH2:12][CH2:13][CH2:14][CH2:15][CH2:16][C:17]([OH:19])=[O:18]. (7) Given the reactants [CH2:1]([O:8][N:9]1[C:15](=[O:16])[N:14]2[CH2:17][C@H:10]1[CH2:11][CH2:12][C@H:13]2[C:18]([OH:20])=O)[C:2]1[CH:7]=[CH:6][CH:5]=[CH:4][CH:3]=1.[O:21]1[CH:25]=[CH:24][CH:23]=[C:22]1[C:26]([NH:28][NH2:29])=[O:27], predict the reaction product. The product is: [CH2:1]([O:8][N:9]1[C:15](=[O:16])[N:14]2[CH2:17][C@H:10]1[CH2:11][CH2:12][C@H:13]2[C:18]([NH:29][NH:28][C:26]([C:22]1[O:21][CH:25]=[CH:24][CH:23]=1)=[O:27])=[O:20])[C:2]1[CH:3]=[CH:4][CH:5]=[CH:6][CH:7]=1. (8) Given the reactants [CH2:1]([N:3]1[C:11]2[C:6](=[C:7]([OH:13])[CH:8]=[C:9]([F:12])[CH:10]=2)[C:5]([CH2:14][C:15]([OH:17])=O)=[CH:4]1)[CH3:2].CN(C(ON1N=[N:33][C:28]2[CH:29]=[CH:30][CH:31]=[N:32][C:27]1=2)=[N+](C)C)C.F[P-](F)(F)(F)(F)F.N(C)[CH3:43].Cl.CCN(C(C)C)C(C)C, predict the reaction product. The product is: [NH2:32][C:27]1[CH:43]=[CH:31][CH:30]=[CH:29][C:28]=1[NH:33][C:15](=[O:17])[CH2:14][C:5]1[C:6]2[C:11](=[CH:10][C:9]([F:12])=[CH:8][C:7]=2[OH:13])[N:3]([CH2:1][CH3:2])[CH:4]=1.